Dataset: CYP2C9 inhibition data for predicting drug metabolism from PubChem BioAssay. Task: Regression/Classification. Given a drug SMILES string, predict its absorption, distribution, metabolism, or excretion properties. Task type varies by dataset: regression for continuous measurements (e.g., permeability, clearance, half-life) or binary classification for categorical outcomes (e.g., BBB penetration, CYP inhibition). Dataset: cyp2c9_veith. (1) The compound is CCCCCn1c(CN2CCN(c3cc(Cl)ccc3C)CC2)nc2c1c(=O)[nH]c(=O)n2C. The result is 1 (inhibitor). (2) The result is 1 (inhibitor). The compound is Cc1ccc(NC(=O)Cn2cnc3c(cnn3C(C)(C)C)c2=O)cc1. (3) The molecule is CN(C)C(=N)N=C(N)N. The result is 0 (non-inhibitor). (4) The compound is O=C(O)CCSC1=NCCN1. The result is 0 (non-inhibitor).